This data is from Catalyst prediction with 721,799 reactions and 888 catalyst types from USPTO. The task is: Predict which catalyst facilitates the given reaction. Reactant: [CH3:1][N:2]([CH3:17])[C:3]1[CH:8]=[CH:7][C:6]([CH:9]([O:12][Si](C)(C)C)[C:10]#[N:11])=[CH:5][CH:4]=1.Cl.C([O-])(O)=O.[Na+]. Product: [CH3:1][N:2]([CH3:17])[C:3]1[CH:4]=[CH:5][C:6]([CH:9]([OH:12])[C:10]#[N:11])=[CH:7][CH:8]=1. The catalyst class is: 387.